This data is from Reaction yield outcomes from USPTO patents with 853,638 reactions. The task is: Predict the reaction yield, written as a fraction of the theoretical maximum amount of product (1.0 means a 100% yield; for example, 0.34 means a 34% yield). The yield is 0.452. The reactants are Cl[CH:2]([C:8]1[CH:13]=[C:12]([Cl:14])[C:11]([O:15][CH3:16])=[CH:10][C:9]=1[CH3:17])[C:3]([O:5][CH2:6][CH3:7])=[O:4]. The catalyst is CC(O)=O.CCOC(C)=O.[Fe]. The product is [Cl:14][C:12]1[C:11]([O:15][CH3:16])=[CH:10][C:9]([CH3:17])=[C:8]([CH2:2][C:3]([O:5][CH2:6][CH3:7])=[O:4])[CH:13]=1.